From a dataset of Catalyst prediction with 721,799 reactions and 888 catalyst types from USPTO. Predict which catalyst facilitates the given reaction. (1) Reactant: C(OC(=O)[NH:7][CH:8]1[CH2:14][CH:13]2[N:15]([CH2:16][CH:17]([C:19]3[C:28]4[C:23](=[CH:24][CH:25]=[C:26]([O:29][CH3:30])[N:27]=4)[N:22]=[CH:21][C:20]=3[Cl:31])[OH:18])[CH:10]([CH2:11][CH2:12]2)[CH2:9]1)(C)(C)C.FC(F)(F)C(O)=O.[OH-].[Na+]. Product: [NH2:7][CH:8]1[CH2:9][CH:10]2[N:15]([CH2:16][CH:17]([C:19]3[C:28]4[C:23](=[CH:24][CH:25]=[C:26]([O:29][CH3:30])[N:27]=4)[N:22]=[CH:21][C:20]=3[Cl:31])[OH:18])[CH:13]([CH2:12][CH2:11]2)[CH2:14]1. The catalyst class is: 4. (2) Reactant: [CH2:1]([O:15][C:16]1[O:20][C:19]([C:21]([O:23][CH2:24][CH2:25]Br)=[O:22])=[CH:18][CH:17]=1)[CH2:2][CH2:3][CH2:4][CH2:5][CH2:6][CH2:7][CH2:8][CH2:9][CH2:10][CH2:11][CH2:12][CH2:13][CH3:14].[CH3:27][NH:28][CH3:29]. Product: [CH2:1]([O:15][C:16]1[O:20][C:19]([C:21]([O:23][CH2:24][CH2:25][N:28]([CH3:29])[CH3:27])=[O:22])=[CH:18][CH:17]=1)[CH2:2][CH2:3][CH2:4][CH2:5][CH2:6][CH2:7][CH2:8][CH2:9][CH2:10][CH2:11][CH2:12][CH2:13][CH3:14]. The catalyst class is: 1.